From a dataset of Forward reaction prediction with 1.9M reactions from USPTO patents (1976-2016). Predict the product of the given reaction. (1) Given the reactants [CH3:1][O:2][C:3]1[CH:8]=[CH:7][C:6]([C:9]2[C:10]3[NH:17][CH:16]=[C:15]([C:18]([OH:20])=O)[C:11]=3[N:12]=[CH:13][N:14]=2)=[C:5]([O:21][CH2:22][CH2:23][O:24][CH3:25])[CH:4]=1.[C:26]([O:30][C:31](=[O:40])[NH:32][C@H:33]1[CH2:38][CH2:37][C@H:36]([NH2:39])[CH2:35][CH2:34]1)([CH3:29])([CH3:28])[CH3:27], predict the reaction product. The product is: [C:26]([O:30][C:31](=[O:40])[NH:32][C@H:33]1[CH2:34][CH2:35][C@H:36]([NH:39][C:18]([C:15]2[C:11]3[N:12]=[CH:13][N:14]=[C:9]([C:6]4[CH:7]=[CH:8][C:3]([O:2][CH3:1])=[CH:4][C:5]=4[O:21][CH2:22][CH2:23][O:24][CH3:25])[C:10]=3[NH:17][CH:16]=2)=[O:20])[CH2:37][CH2:38]1)([CH3:29])([CH3:27])[CH3:28]. (2) Given the reactants [Br:1][C:2]1[CH:3]=[C:4]2[C:8](=[CH:9][CH:10]=1)[N:7]([C:11]([O:13][C:14]([CH3:17])([CH3:16])[CH3:15])=[O:12])[CH:6]=[C:5]2I.CN(C=O)C.C([Sn](CCCC)(CCCC)[C:29]1[N:34]=[C:33]([N:35]2[CH2:40][CH2:39][O:38][CH2:37][CH2:36]2)[CH:32]=[CH:31][CH:30]=1)CCC.O, predict the reaction product. The product is: [Br:1][C:2]1[CH:3]=[C:4]2[C:8](=[CH:9][CH:10]=1)[N:7]([C:11]([O:13][C:14]([CH3:17])([CH3:16])[CH3:15])=[O:12])[CH:6]=[C:5]2[C:29]1[CH:30]=[CH:31][CH:32]=[C:33]([N:35]2[CH2:36][CH2:37][O:38][CH2:39][CH2:40]2)[N:34]=1.